Task: Predict the reactants needed to synthesize the given product.. Dataset: Full USPTO retrosynthesis dataset with 1.9M reactions from patents (1976-2016) Given the product [Cl:13][C:14]1[CH:15]=[C:16]([NH:5][C:4]2[C:3]3[C:2](=[CH:9][C:8]([O:10][CH3:11])=[C:7]([OH:12])[CH:6]=3)[N:1]=[CH:24][N:25]=2)[CH:18]=[CH:19][C:20]=1[F:21], predict the reactants needed to synthesize it. The reactants are: [NH2:1][C:2]1[CH:9]=[C:8]([O:10][CH3:11])[C:7]([OH:12])=[CH:6][C:3]=1[C:4]#[N:5].[Cl:13][C:14]1[CH:15]=[C:16]([CH:18]=[CH:19][C:20]=1[F:21])N.CO[CH:24](OC)[N:25](C)C.[OH-].[Na+].